This data is from NCI-60 drug combinations with 297,098 pairs across 59 cell lines. The task is: Regression. Given two drug SMILES strings and cell line genomic features, predict the synergy score measuring deviation from expected non-interaction effect. Drug 1: CC1C(C(CC(O1)OC2CC(CC3=C2C(=C4C(=C3O)C(=O)C5=C(C4=O)C(=CC=C5)OC)O)(C(=O)C)O)N)O.Cl. Drug 2: CC1C(C(CC(O1)OC2CC(OC(C2O)C)OC3=CC4=CC5=C(C(=O)C(C(C5)C(C(=O)C(C(C)O)O)OC)OC6CC(C(C(O6)C)O)OC7CC(C(C(O7)C)O)OC8CC(C(C(O8)C)O)(C)O)C(=C4C(=C3C)O)O)O)O. Cell line: A498. Synergy scores: CSS=19.7, Synergy_ZIP=-5.27, Synergy_Bliss=0.887, Synergy_Loewe=-6.37, Synergy_HSA=0.354.